This data is from Catalyst prediction with 721,799 reactions and 888 catalyst types from USPTO. The task is: Predict which catalyst facilitates the given reaction. (1) Reactant: [C:1]([N:4]1[CH2:13][CH2:12][C:11]2[C:6](=[CH:7][CH:8]=[CH:9][C:10]=2[Br:14])[CH:5]1[CH2:15][C:16]([O:18]C)=O)(=[O:3])[CH3:2].C([N:23]1C=CC2C(=CC=CC=2Br)C1CC(OC)=O)(=O)C.C([SiH](CC)CC)C.FC(F)(F)C(O)=O. Product: [Br:14][C:10]1[CH:9]=[CH:8][CH:7]=[C:6]2[C:11]=1[CH2:12][CH2:13][N:4]1[C:1](=[O:3])[CH2:2][NH:23][C:16](=[O:18])[CH:15]=[C:5]12. The catalyst class is: 26. (2) Reactant: [CH3:1][C:2]1[O:6][N:5]=[CH:4][C:3]=1[C:7]([OH:9])=O.O=S(Cl)[Cl:12]. Product: [CH3:1][C:2]1[O:6][N:5]=[CH:4][C:3]=1[C:7]([Cl:12])=[O:9]. The catalyst class is: 11. (3) Reactant: [C:1]([O:5][C:6]([N:8]1[C@@H:12]([CH2:13][CH2:14][C:15]2[CH:20]=[CH:19][C:18]([NH2:21])=[CH:17][CH:16]=2)[CH2:11][O:10][C:9]1([CH3:23])[CH3:22])=[O:7])([CH3:4])([CH3:3])[CH3:2].Cl[C:25]1[CH:30]=[CH:29][C:28]([C:31]([F:34])([F:33])[F:32])=[CH:27][N:26]=1.C(=O)([O-])[O-].[K+].[K+]. Product: [C:1]([O:5][C:6]([N:8]1[C@@H:12]([CH2:13][CH2:14][C:15]2[CH:16]=[CH:17][C:18]([NH:21][C:25]3[CH:30]=[CH:29][C:28]([C:31]([F:34])([F:33])[F:32])=[CH:27][N:26]=3)=[CH:19][CH:20]=2)[CH2:11][O:10][C:9]1([CH3:23])[CH3:22])=[O:7])([CH3:4])([CH3:2])[CH3:3]. The catalyst class is: 11. (4) Reactant: [C:1]([O:5][C:6](=[O:21])[NH:7][CH2:8][CH2:9][CH2:10][CH2:11][C:12]1[CH:17]=[CH:16][C:15]([C:18](=S)[NH2:19])=[CH:14][CH:13]=1)([CH3:4])([CH3:3])[CH3:2].IC.C([O-])(=O)C.[NH4+:28]. Product: [C:1]([O:5][C:6](=[O:21])[NH:7][CH2:8][CH2:9][CH2:10][CH2:11][C:12]1[CH:17]=[CH:16][C:15]([C:18](=[NH:28])[NH2:19])=[CH:14][CH:13]=1)([CH3:4])([CH3:3])[CH3:2]. The catalyst class is: 2. (5) Product: [Br:13][C:10]1[CH:11]=[CH:12][C:7]([C:6]2[O:16][C:1]([CH3:2])=[N:4][N:5]=2)=[C:8]([O:14][CH3:15])[CH:9]=1. The catalyst class is: 220. Reactant: [C:1]([NH:4][NH:5][C:6](=[O:16])[C:7]1[CH:12]=[CH:11][C:10]([Br:13])=[CH:9][C:8]=1[O:14][CH3:15])(=O)[CH3:2].CC[N+](S(N=C(OC)[O-])(=O)=O)(CC)CC.